From a dataset of Reaction yield outcomes from USPTO patents with 853,638 reactions. Predict the reaction yield, written as a fraction of the theoretical maximum amount of product (1.0 means a 100% yield; for example, 0.34 means a 34% yield). (1) The reactants are [CH:1]([C:3]1[CH:4]=[CH:5][C:6]2[O:11][CH:10]([C:12]([F:15])([F:14])[F:13])[C:9]([C:16]([OH:18])=[O:17])=[CH:8][C:7]=2[CH:19]=1)=[O:2].[BH4-].[Na+]. The catalyst is C1COCC1.C(O)C. The product is [OH:2][CH2:1][C:3]1[CH:4]=[CH:5][C:6]2[O:11][CH:10]([C:12]([F:14])([F:15])[F:13])[C:9]([C:16]([OH:18])=[O:17])=[CH:8][C:7]=2[CH:19]=1. The yield is 0.310. (2) The reactants are Cl.[N+:2]([C:5]1[CH:6]=[C:7]([CH2:11][CH2:12][NH2:13])[CH:8]=[CH:9][CH:10]=1)([O-:4])=[O:3].CCN(C(C)C)C(C)C.[C:23](O[C:23]([C:25]([F:28])([F:27])[F:26])=[O:24])([C:25]([F:28])([F:27])[F:26])=[O:24]. The catalyst is C(Cl)Cl. The product is [N+:2]([C:5]1[CH:6]=[C:7]([CH:8]=[CH:9][CH:10]=1)[CH2:11][CH2:12][NH:13][C:23](=[O:24])[C:25]([F:28])([F:27])[F:26])([O-:4])=[O:3]. The yield is 1.01.